Predict the product of the given reaction. From a dataset of Forward reaction prediction with 1.9M reactions from USPTO patents (1976-2016). (1) Given the reactants [F:1][C:2]1([F:22])[CH2:7][CH2:6][CH:5]([CH2:8][NH:9][C:10]([C:12]2[C:20]3[C:15](=[CH:16][CH:17]=[CH:18][C:19]=3[Cl:21])[NH:14][CH:13]=2)=[O:11])[CH2:4][CH2:3]1.C(OC([N:30]1[CH2:33][CH2:32][C:31]1([CH2:35]O)[CH3:34])=O)(C)(C)C.C(P(=CC#N)(CCCC)CCCC)CCC.C(O)(C(F)(F)F)=O, predict the reaction product. The product is: [Cl:21][C:19]1[CH:18]=[CH:17][CH:16]=[C:15]2[C:20]=1[C:12]([C:10]([NH:9][CH2:8][CH:5]1[CH2:6][CH2:7][C:2]([F:1])([F:22])[CH2:3][CH2:4]1)=[O:11])=[CH:13][N:14]2[CH2:34][C:31]1([CH3:35])[CH2:32][CH2:33][NH:30]1. (2) Given the reactants [N+:1]([C:4]1[CH:17]=[CH:16][C:7]([C:8]([N:10]2[CH2:15][CH2:14][CH2:13][CH2:12][CH2:11]2)=O)=[CH:6][CH:5]=1)([O-:3])=[O:2].B.B.O1CCCC1, predict the reaction product. The product is: [N+:1]([C:4]1[CH:17]=[CH:16][C:7]([CH2:8][N:10]2[CH2:15][CH2:14][CH2:13][CH2:12][CH2:11]2)=[CH:6][CH:5]=1)([O-:3])=[O:2]. (3) Given the reactants Cl[C:2]1[N:3]=[C:4]([N:14]2[CH2:19][CH2:18][O:17][CH2:16][CH2:15]2)[C:5]2[O:11][CH2:10][C:9]([CH3:13])([CH3:12])[O:8][C:6]=2[N:7]=1.CC1(C)C(C)(C)OB([C:28]2[CH:29]=[CH:30][C:31]([NH2:34])=[N:32][CH:33]=2)O1.C(=O)([O-])[O-].[Na+].[Na+], predict the reaction product. The product is: [CH3:12][C:9]1([CH3:13])[O:8][C:6]2[N:7]=[C:2]([C:28]3[CH:29]=[CH:30][C:31]([NH2:34])=[N:32][CH:33]=3)[N:3]=[C:4]([N:14]3[CH2:19][CH2:18][O:17][CH2:16][CH2:15]3)[C:5]=2[O:11][CH2:10]1. (4) Given the reactants [NH2:1][C:2]1[CH:3]=[C:4]2[C:8](=[CH:9][CH:10]=1)[NH:7][CH:6]=[CH:5]2.[F:11][C:12]([F:24])([F:23])[O:13][C:14]1[CH:15]=[C:16]([CH:20]=[CH:21][CH:22]=1)[C:17](O)=[O:18].C(O)(=O)C1C=CC=CC=1, predict the reaction product. The product is: [F:11][C:12]([F:23])([F:24])[O:13][C:14]1[CH:15]=[C:16]([CH:20]=[CH:21][CH:22]=1)[C:17]([NH:1][C:2]1[CH:3]=[C:4]2[C:8](=[CH:9][CH:10]=1)[NH:7][CH:6]=[CH:5]2)=[O:18]. (5) Given the reactants [CH3:1][O:2][C:3]1[CH:8]=[CH:7][C:6]([CH:9]=[CH:10][C:11]([OH:13])=O)=[CH:5][C:4]=1[N+:14]([O-:16])=[O:15].[CH2:17]1CC[CH:20]([N:23]=C=[N:23][CH:20]2CC[CH2:17][CH2:18][CH2:19]2)[CH2:19][CH2:18]1.C1C=CC2[N:40]([OH:41])N=NC=2C=1.O[NH:43][C:44](=[NH:48])[CH2:45][CH2:46][CH3:47], predict the reaction product. The product is: [CH3:1][O:2][C:3]1[CH:8]=[CH:7][C:6]([CH:9]=[CH:10][C:11]2[O:13][N:48]=[C:44]([CH2:45][CH2:46][CH3:47])[N:43]=2)=[CH:5][C:4]=1[N+:14]([O-:16])=[O:15].[N+:14]([C:4]1[CH:5]=[C:6]([CH:9]=[CH:10][C:11]2[N:23]=[C:20]([CH2:19][CH2:18][CH3:17])[O:41][N:40]=2)[CH:7]=[CH:8][C:3]=1[OH:2])([O-:16])=[O:15]. (6) The product is: [I:8][C:5]1[CH:6]=[CH:7][C:2]([CH:17]=[O:18])=[CH:3][CH:4]=1. Given the reactants I[C:2]1[CH:7]=[CH:6][C:5]([I:8])=[CH:4][CH:3]=1.C([Li])CCC.CN([CH:17]=[O:18])C, predict the reaction product. (7) Given the reactants [CH2:1]([Li])[CH2:2][CH2:3][CH3:4].[CH:6]1[C:18]2[CH:17]([C:19]([OH:21])=[O:20])[C:16]3[C:11](=[CH:12][CH:13]=[CH:14][CH:15]=3)[C:10]=2[CH:9]=[CH:8][CH:7]=1.[Br:22]C(C)C(Br)C.O, predict the reaction product. The product is: [Br:22][CH2:1][CH2:2][CH2:3][CH2:4][C:17]1([C:19]([OH:21])=[O:20])[C:18]2[CH:6]=[CH:7][CH:8]=[CH:9][C:10]=2[C:11]2[C:16]1=[CH:15][CH:14]=[CH:13][CH:12]=2.